Dataset: Reaction yield outcomes from USPTO patents with 853,638 reactions. Task: Predict the reaction yield, written as a fraction of the theoretical maximum amount of product (1.0 means a 100% yield; for example, 0.34 means a 34% yield). The reactants are [C:1]([O:9]CC)(=[O:8])[CH2:2][C:3](OCC)=O.[Cl:12][C:13]1[CH:14]=[C:15]([N+:20]([O-:22])=[O:21])[CH:16]=[CH:17]C=1Cl.C(=O)([O-])[O-].[Cs+].[Cs+].Cl. No catalyst specified. The product is [Cl:12][C:13]1[CH:14]=[C:15]([N+:20]([O-:22])=[O:21])[CH:16]=[CH:17][C:3]=1[CH2:2][C:1]([OH:9])=[O:8]. The yield is 0.870.